From a dataset of Reaction yield outcomes from USPTO patents with 853,638 reactions. Predict the reaction yield, written as a fraction of the theoretical maximum amount of product (1.0 means a 100% yield; for example, 0.34 means a 34% yield). (1) The reactants are P([O-])([O-])([O-])=O.[K+].[K+].[K+].Br[CH:10]([CH2:16][CH3:17])[C:11](OCC)=[O:12].[CH:18]1([C:21]([C:23]2[CH:28]=[CH:27][C:26]([OH:29])=[CH:25][CH:24]=2)=[O:22])[CH2:20][CH2:19]1.[OH-].[Na+].[Cl-].[NH4+].C(N1C=CN=C1)([N:36]1C=CN=C1)=O.N. The catalyst is O.O1CCCC1.CC(C)=O. The product is [CH:18]1([C:21]([C:23]2[CH:24]=[CH:25][C:26]([O:29][CH:10]([CH2:16][CH3:17])[C:11]([NH2:36])=[O:12])=[CH:27][CH:28]=2)=[O:22])[CH2:19][CH2:20]1. The yield is 0.870. (2) The reactants are C(=O)([O-])[O-].[Cs+].[Cs+].I[CH:8]([CH3:10])[CH3:9].[CH3:11][O:12][C:13]1[CH:14]=[CH:15][C:16]([NH:22][C:23]2[N:27]([C:28]3[CH:33]=[CH:32][CH:31]=[CH:30][CH:29]=3)[N:26]=[CH:25][CH:24]=2)=[C:17]([CH:21]=1)[C:18]([OH:20])=[O:19]. The catalyst is CN(C=O)C. The product is [CH3:11][O:12][C:13]1[CH:14]=[CH:15][C:16]([NH:22][C:23]2[N:27]([C:28]3[CH:33]=[CH:32][CH:31]=[CH:30][CH:29]=3)[N:26]=[CH:25][CH:24]=2)=[C:17]([CH:21]=1)[C:18]([O:20][CH:8]([CH3:10])[CH3:9])=[O:19]. The yield is 0.590. (3) The reactants are [N+:1]([C:4]1(O)[CH:9]=[CH:8][CH:7]=[CH:6][CH:5]1[O:10]C)([O-:3])=[O:2].CN([CH:16]=[O:17])C.N#N.Br[CH:21]([CH3:23])[CH3:22]. No catalyst specified. The product is [CH:21]([O:10][C:5]1[C:6]([O:17][CH3:16])=[CH:7][CH:8]=[CH:9][C:4]=1[N+:1]([O-:3])=[O:2])([CH3:23])[CH3:22]. The yield is 0.980.